This data is from Forward reaction prediction with 1.9M reactions from USPTO patents (1976-2016). The task is: Predict the product of the given reaction. (1) The product is: [CH3:1][S:2]([C:5]1[CH:6]=[CH:7][C:8]([CH:11]([CH2:16][CH:17]2[CH2:21][CH2:20][CH2:19][O:18]2)[C:12](=[O:15])[CH2:13][CH2:14][C:36]([C:31]2[CH:32]=[CH:33][CH:34]=[CH:35][N:30]=2)=[O:37])=[CH:9][CH:10]=1)(=[O:4])=[O:3]. Given the reactants [CH3:1][S:2]([C:5]1[CH:10]=[CH:9][C:8]([CH:11]([CH2:16][CH:17]2[CH2:21][CH2:20][CH2:19][O:18]2)[C:12](=[O:15])[CH:13]=[CH2:14])=[CH:7][CH:6]=1)(=[O:4])=[O:3].C(O)C.O1CCCC1.[N:30]1[CH:35]=[CH:34][CH:33]=[CH:32][C:31]=1[CH:36]=[O:37], predict the reaction product. (2) Given the reactants Br[C:2]1[CH:3]=[C:4]2[C:8](=[CH:9][C:10]=1[N+:11]([O-:13])=[O:12])[N:7]([C:14]([C:27]1[CH:32]=[CH:31][CH:30]=[CH:29][CH:28]=1)([C:21]1[CH:26]=[CH:25][CH:24]=[CH:23][CH:22]=1)[C:15]1[CH:20]=[CH:19][CH:18]=[CH:17][CH:16]=1)[N:6]=[CH:5]2.[CH2:33]([Sn](CCCC)(CCCC)C=C)[CH2:34]CC, predict the reaction product. The product is: [N+:11]([C:10]1[CH:9]=[C:8]2[C:4]([CH:5]=[N:6][N:7]2[C:14]([C:27]2[CH:32]=[CH:31][CH:30]=[CH:29][CH:28]=2)([C:21]2[CH:26]=[CH:25][CH:24]=[CH:23][CH:22]=2)[C:15]2[CH:20]=[CH:19][CH:18]=[CH:17][CH:16]=2)=[CH:3][C:2]=1[CH:33]=[CH2:34])([O-:13])=[O:12]. (3) Given the reactants [CH3:1][O:2][C:3](=[O:21])[C:4]1[CH:9]=[CH:8][C:7]([O:10]C)=[N:6][C:5]=1[NH:12][C:13]1[CH:18]=[CH:17][C:16]([Br:19])=[CH:15][C:14]=1[F:20].C(O)(=O)C.Br, predict the reaction product. The product is: [CH3:1][O:2][C:3]([C:4]1[CH:9]=[CH:8][C:7](=[O:10])[NH:6][C:5]=1[NH:12][C:13]1[CH:18]=[CH:17][C:16]([Br:19])=[CH:15][C:14]=1[F:20])=[O:21]. (4) Given the reactants [CH2:1]([C:3]1[CH:10]=[N:9][CH:8]=[CH:7]C=1C#N)[CH3:2].[OH-:11].[Na+].[CH2:13]([OH:15])[CH3:14], predict the reaction product. The product is: [CH2:1]([C:3]1[CH:10]=[N:9][CH:8]=[CH:7][C:14]=1[C:13]([OH:11])=[O:15])[CH3:2]. (5) Given the reactants [Br:1][C:2]1[CH:7]=[CH:6][C:5]([CH:8]2[O:13][CH2:12][CH2:11][NH:10][CH2:9]2)=[CH:4][CH:3]=1.C(N(CC)C(C)C)(C)C.[C:23](O[C:23]([O:25][C:26]([CH3:29])([CH3:28])[CH3:27])=[O:24])([O:25][C:26]([CH3:29])([CH3:28])[CH3:27])=[O:24], predict the reaction product. The product is: [Br:1][C:2]1[CH:3]=[CH:4][C:5]([CH:8]2[O:13][CH2:12][CH2:11][N:10]([C:23]([O:25][C:26]([CH3:29])([CH3:28])[CH3:27])=[O:24])[CH2:9]2)=[CH:6][CH:7]=1. (6) Given the reactants [Cl:1][C:2]1[CH:7]=[CH:6][C:5]([C:8]2[C:15]([C:16]3[CH:21]=[CH:20][CH:19]=[CH:18][CH:17]=3)=[C:14]3[N:10]([CH2:11][CH2:12][CH2:13]3)[CH:9]=2)=[CH:4][CH:3]=1.C(N(CC)CC)C.[O:29]=[C:30](Cl)[O:31][C:32](Cl)(Cl)Cl.C(O)[C:38]1[CH:43]=[CH:42][CH:41]=[CH:40][CH:39]=1, predict the reaction product. The product is: [Cl:1][C:2]1[CH:3]=[CH:4][C:5]([C:8]2[C:15]([C:16]3[CH:17]=[CH:18][CH:19]=[CH:20][CH:21]=3)=[C:14]3[N:10]([C:9]=2[C:30]([O:31][CH2:32][C:38]2[CH:43]=[CH:42][CH:41]=[CH:40][CH:39]=2)=[O:29])[CH2:11][CH2:12][CH2:13]3)=[CH:6][CH:7]=1. (7) Given the reactants [Br:1][C:2]1[CH:3]=[C:4]2[C:8](=[C:9]([CH2:11][OH:12])[CH:10]=1)[N:7]([CH2:13][O:14][CH2:15][CH2:16][Si:17]([CH3:20])([CH3:19])[CH3:18])[N:6]=[CH:5]2.C[N+]1([O-])CCOCC1.CCOC(C)=O, predict the reaction product. The product is: [Br:1][C:2]1[CH:3]=[C:4]2[C:8](=[C:9]([CH:11]=[O:12])[CH:10]=1)[N:7]([CH2:13][O:14][CH2:15][CH2:16][Si:17]([CH3:20])([CH3:19])[CH3:18])[N:6]=[CH:5]2. (8) Given the reactants [CH3:1][O:2][C:3](=[O:16])[C:4]1[CH:9]=[CH:8][C:7]([N:10]2[CH:14]=[C:13]([NH2:15])[N:12]=[CH:11]2)=[CH:6][CH:5]=1.[F:17][C:18]1[CH:19]=[C:20]([CH2:25][C:26]([NH:28][CH:29]([CH2:33][CH2:34][CH3:35])[C:30](O)=[O:31])=[O:27])[CH:21]=[C:22]([F:24])[CH:23]=1, predict the reaction product. The product is: [CH3:1][O:2][C:3](=[O:16])[C:4]1[CH:5]=[CH:6][C:7]([N:10]2[CH:14]=[C:13]([NH:15][C:30](=[O:31])[CH:29]([NH:28][C:26](=[O:27])[CH2:25][C:20]3[CH:21]=[C:22]([F:24])[CH:23]=[C:18]([F:17])[CH:19]=3)[CH2:33][CH2:34][CH3:35])[N:12]=[CH:11]2)=[CH:8][CH:9]=1. (9) Given the reactants [Br:1][C:2]1[C:3]([O:11][CH3:12])=[N:4][C:5](Cl)([O:8][CH3:9])[NH:6][CH:7]=1.C([CH2:15][C:16]1[CH:17]=[C:18]([CH:21]=[C:22]([CH3:24])[CH:23]=1)[C:19]#[N:20])#N.[H-].[Na+].CN(C)C=[O:30], predict the reaction product. The product is: [Br:1][C:2]1[C:7]([C:15]([C:16]2[CH:17]=[C:18]([CH:21]=[C:22]([CH3:24])[CH:23]=2)[C:19]#[N:20])=[O:30])=[N:6][C:5]([O:8][CH3:9])=[N:4][C:3]=1[O:11][CH3:12].